The task is: Predict the reactants needed to synthesize the given product.. This data is from Full USPTO retrosynthesis dataset with 1.9M reactions from patents (1976-2016). (1) Given the product [Br:12][C:13]1[CH:14]=[C:15]([C:19]2[N:9]([CH3:10])[C:6]3[CH:7]=[CH:8][C:3]([O:2][CH3:1])=[CH:4][C:5]=3[N:11]=2)[CH:16]=[N:17][CH:18]=1, predict the reactants needed to synthesize it. The reactants are: [CH3:1][O:2][C:3]1[CH:4]=[C:5]([NH2:11])[C:6]([NH:9][CH3:10])=[CH:7][CH:8]=1.[Br:12][C:13]1[CH:14]=[C:15]([CH:19]=O)[CH:16]=[N:17][CH:18]=1.OOS([O-])=O.[K+].C([O-])([O-])=O.[K+].[K+]. (2) Given the product [C:1]([O:5][C:17](=[O:18])[C:16]1[CH:20]=[CH:21][CH:22]=[C:14]([C:12]#[N:13])[CH:15]=1)([CH3:4])([CH3:3])[CH3:2], predict the reactants needed to synthesize it. The reactants are: [C:1]([OH:5])([CH3:4])([CH3:3])[CH3:2].N1C=CC=CC=1.[C:12]([C:14]1[CH:15]=[C:16]([CH:20]=[CH:21][CH:22]=1)[C:17](Cl)=[O:18])#[N:13]. (3) Given the product [CH:10]1[CH:8]=[C:6]([CH:5]=[O:4])[O:13][C:12]=1[CH2:14][OH:15].[O:4]=[CH:5][C@@H:6]([C@H:8]([C@@H:10]([C@@H:12]([CH2:14][OH:15])[OH:13])[OH:11])[OH:9])[OH:7], predict the reactants needed to synthesize it. The reactants are: Cl.ClCl.[O:4]=[CH:5][C@@H:6]([C@H:8]([C@@H:10]([C@@H:12]([CH2:14][OH:15])[OH:13])[OH:11])[OH:9])[OH:7]. (4) Given the product [Br:18][C:19]1[CH:20]=[CH:21][C:22]2[O:26][C:25]([CH2:27][O:5][C:6]3[CH:15]=[C:14]4[C:9]([C:10]([CH3:17])=[CH:11][C:12](=[O:16])[O:13]4)=[CH:8][CH:7]=3)=[CH:24][C:23]=2[CH:29]=1, predict the reactants needed to synthesize it. The reactants are: [O-]CC.[Na+].[OH:5][C:6]1[CH:15]=[C:14]2[C:9]([C:10]([CH3:17])=[CH:11][C:12](=[O:16])[O:13]2)=[CH:8][CH:7]=1.[Br:18][C:19]1[CH:20]=[CH:21][C:22]2[O:26][C:25]([CH2:27]Cl)=[CH:24][C:23]=2[CH:29]=1. (5) The reactants are: [Br:1][C:2]1[CH:3]=[CH:4][C:5]2[CH2:11][CH2:10][CH2:9][C:8]([C:12](OC)=[O:13])=[CH:7][C:6]=2[CH:16]=1.CC(C[AlH]CC(C)C)C. Given the product [Br:1][C:2]1[CH:3]=[CH:4][C:5]2[CH2:11][CH2:10][CH2:9][C:8]([CH2:12][OH:13])=[CH:7][C:6]=2[CH:16]=1, predict the reactants needed to synthesize it.